This data is from Reaction yield outcomes from USPTO patents with 853,638 reactions. The task is: Predict the reaction yield, written as a fraction of the theoretical maximum amount of product (1.0 means a 100% yield; for example, 0.34 means a 34% yield). (1) The reactants are [C:1]([C:3]([CH3:10])([CH3:9])[C:4]([O:6]CC)=O)#[N:2].CC(C)C(=O)[CH2:14][C:15]#[N:16]. No catalyst specified. The product is [CH3:10][C:3]([CH3:9])([C:4](=[O:6])[CH2:14][C:15]#[N:16])[C:1]#[N:2]. The yield is 0.480. (2) The reactants are [Cl:1][C:2]1[CH:18]=[C:17]([C:19]#[N:20])[CH:16]=[C:15]([F:21])[C:3]=1[C:4]([NH:6][C:7]1[CH:12]=[CH:11][N:10]=[C:9]([Cl:13])[C:8]=1[F:14])=O.S(Cl)([Cl:24])=O. The catalyst is C1(C)C=CC=CC=1. The product is [Cl:1][C:2]1[CH:18]=[C:17]([C:19]#[N:20])[CH:16]=[C:15]([F:21])[C:3]=1[C:4]([Cl:24])=[N:6][C:7]1[CH:12]=[CH:11][N:10]=[C:9]([Cl:13])[C:8]=1[F:14]. The yield is 0.960. (3) The reactants are [F:1][C:2]([F:9])([F:8])[C:3]1([CH2:6][OH:7])[CH2:5][CH2:4]1.[C:10]1([CH3:20])[CH:15]=[CH:14][C:13]([S:16](Cl)(=[O:18])=[O:17])=[CH:12][CH:11]=1. The catalyst is CN(C1C=CN=CC=1)C.C(Cl)Cl. The product is [CH3:20][C:10]1[CH:15]=[CH:14][C:13]([S:16]([O:7][CH2:6][C:3]2([C:2]([F:9])([F:8])[F:1])[CH2:5][CH2:4]2)(=[O:18])=[O:17])=[CH:12][CH:11]=1. The yield is 0.660. (4) The reactants are [CH2:1]([S:3]([C:6]1[CH:7]=[C:8]([C:12]2[CH:20]=[C:19]([NH2:21])[C:18]([O:22][CH3:23])=[C:17]3[C:13]=2[C:14]2[CH:27]=[C:26]([CH3:28])[CH:25]=[N:24][C:15]=2[NH:16]3)[CH:9]=[CH:10][CH:11]=1)(=[O:5])=[O:4])[CH3:2].[CH3:29][N:30]([CH3:36])[CH2:31][CH2:32][C:33](Cl)=[O:34]. The catalyst is N1C=CC=CC=1. The product is [CH3:29][N:30]([CH3:36])[CH2:31][CH2:32][C:33]([NH:21][C:19]1[C:18]([O:22][CH3:23])=[C:17]2[C:13]([C:14]3[CH:27]=[C:26]([CH3:28])[CH:25]=[N:24][C:15]=3[NH:16]2)=[C:12]([C:8]2[CH:9]=[CH:10][CH:11]=[C:6]([S:3]([CH2:1][CH3:2])(=[O:5])=[O:4])[CH:7]=2)[CH:20]=1)=[O:34]. The yield is 0.550. (5) The reactants are Br[CH2:2][C:3]([C:5]1[CH:6]=[N:7][N:8]([C:11]2[CH:16]=[CH:15][CH:14]=[CH:13][CH:12]=2)[C:9]=1[CH3:10])=[O:4].[CH3:17][O:18][C:19](=[O:28])[C:20]1[CH:25]=[CH:24][C:23]([CH3:26])=[C:22]([NH2:27])[CH:21]=1. The catalyst is CCO. The product is [CH3:17][O:18][C:19](=[O:28])[C:20]1[CH:25]=[CH:24][C:23]([CH3:26])=[C:22]([NH:27][CH2:2][C:3]([C:5]2[CH:6]=[N:7][N:8]([C:11]3[CH:16]=[CH:15][CH:14]=[CH:13][CH:12]=3)[C:9]=2[CH3:10])=[O:4])[CH:21]=1. The yield is 0.520. (6) The reactants are [NH2:1][C:2]1[CH:7]=[CH:6][C:5]([C:8]#[C:9][C:10]2[C:11]([C:18]3[CH:23]=[C:22]([Cl:24])[CH:21]=[CH:20][C:19]=3[OH:25])=[N:12][N:13]([CH2:15][CH2:16][OH:17])[CH:14]=2)=[CH:4][CH:3]=1.[C:26]([N:33]1[CH2:38][CH2:37][CH2:36][CH2:35][C@@H:34]1[C:39](O)=[O:40])([O:28][C:29]([CH3:32])([CH3:31])[CH3:30])=[O:27].C(N=C=NC(C)C)(C)C.O[Li].O.C(O)(=O)C. The catalyst is CN(C)C1C=CN=CC=1.C1COCC1.O.C(OCC)(=O)C. The product is [C:29]([O:28][C:26]([N:33]1[CH2:38][CH2:37][CH2:36][CH2:35][C@@H:34]1[C:39](=[O:40])[NH:1][C:2]1[CH:7]=[CH:6][C:5]([C:8]#[C:9][C:10]2[C:11]([C:18]3[CH:23]=[C:22]([Cl:24])[CH:21]=[CH:20][C:19]=3[OH:25])=[N:12][N:13]([CH2:15][CH2:16][OH:17])[CH:14]=2)=[CH:4][CH:3]=1)=[O:27])([CH3:32])([CH3:31])[CH3:30]. The yield is 0.726. (7) The reactants are [S:1]1[CH:5]=[CH:4][CH:3]=[C:2]1[CH2:6][NH:7][C:8]([C:10]1[N:11]=[C:12]2[C:17]([C:18]([F:21])([F:20])[F:19])=[CH:16][CH:15]=[CH:14][N:13]2[CH:22]=1)=[O:9].[C:23]1(B(O)O)[CH:28]=[CH:27][CH:26]=[CH:25][CH:24]=1.C(=O)(O)[O-].[Na+]. The catalyst is O1CCOCC1.C1C=CC([P]([Pd]([P](C2C=CC=CC=2)(C2C=CC=CC=2)C2C=CC=CC=2)([P](C2C=CC=CC=2)(C2C=CC=CC=2)C2C=CC=CC=2)[P](C2C=CC=CC=2)(C2C=CC=CC=2)C2C=CC=CC=2)(C2C=CC=CC=2)C2C=CC=CC=2)=CC=1. The product is [S:1]1[CH:5]=[CH:4][CH:3]=[C:2]1[CH2:6][NH:7][C:8]([C:10]1[N:11]=[C:12]2[C:17]([C:18]([F:21])([F:19])[F:20])=[CH:16][C:15]([C:23]3[CH:28]=[CH:27][CH:26]=[CH:25][CH:24]=3)=[CH:14][N:13]2[CH:22]=1)=[O:9]. The yield is 0.600. (8) The reactants are [F:1][C:2]1[C:7]2[NH:8][C:9](=[O:12])[CH2:10][O:11][C:6]=2[C:5]([F:13])=[CH:4][CH:3]=1.C([O-])([O-])=O.[Cs+].[Cs+].[Cl:20][CH2:21][CH2:22][CH2:23]I. No catalyst specified. The product is [Cl:20][CH2:21][CH2:22][CH2:23][N:8]1[C:7]2[C:2]([F:1])=[CH:3][CH:4]=[C:5]([F:13])[C:6]=2[O:11][CH2:10][C:9]1=[O:12]. The yield is 0.170.